This data is from KCNQ2 potassium channel screen with 302,405 compounds. The task is: Binary Classification. Given a drug SMILES string, predict its activity (active/inactive) in a high-throughput screening assay against a specified biological target. (1) The drug is Clc1ccc(Cn2nnc3c2ncn(CC(=O)NCC2OCCC2)c3=O)cc1. The result is 0 (inactive). (2) The compound is O(c1c(C(c2c(n(c(=O)n(c2=O)C)C)N)C[N+]([O-])=O)cccc1)C. The result is 0 (inactive). (3) The drug is S(=O)(=O)(N1CCOCC1)c1cc(NC(=O)c2occc2)ccc1. The result is 0 (inactive). (4) The compound is S(=O)(=O)(NCCC(OCC(=O)NCCc1ccccc1)=O)c1cc(c(cc1)C)C. The result is 0 (inactive). (5) The molecule is S(c1c2c(CC(OC2)(C)C)c(c(N)c1C#N)C#N)C. The result is 0 (inactive). (6) The molecule is S=C(N1CCC(NC(=O)C23CC4CC(C3)CC(C2)C4)CC1)NCCCOCC. The result is 0 (inactive).